Dataset: Forward reaction prediction with 1.9M reactions from USPTO patents (1976-2016). Task: Predict the product of the given reaction. (1) Given the reactants [C:1]([NH:4][C:5]1[NH:6][C:7]([C:10]([O:12]C)=[O:11])=[N:8][N:9]=1)(=[O:3])[CH3:2].[Li+].[OH-], predict the reaction product. The product is: [C:1]([NH:4][C:5]1[NH:6][C:7]([C:10]([OH:12])=[O:11])=[N:8][N:9]=1)(=[O:3])[CH3:2]. (2) The product is: [Cl:18][C:13]1[N:12]=[N:11][C:10]2[CH2:9][NH:8][CH2:17][CH2:16][C:15]=2[CH:14]=1. Given the reactants C([N:8]1[CH2:17][CH2:16][C:15]2[CH:14]=[C:13]([Cl:18])[N:12]=[N:11][C:10]=2[CH2:9]1)C1C=CC=CC=1.ClC(OC(Cl)C)=O, predict the reaction product. (3) The product is: [Cl:11][C:12]1[CH:13]=[CH:14][C:15]([C:18]2[NH:1][C:2]3[N:6]([N:5]=[C:4]([O:7][CH3:8])[C:3]=3[C:9]#[N:10])[C:20](=[O:21])[CH:19]=2)=[CH:16][CH:17]=1. Given the reactants [NH2:1][C:2]1[NH:6][N:5]=[C:4]([O:7][CH3:8])[C:3]=1[C:9]#[N:10].[Cl:11][C:12]1[CH:17]=[CH:16][C:15]([C:18](=O)[CH2:19][C:20](OC)=[O:21])=[CH:14][CH:13]=1.CC1C=CC(S(O)(=O)=O)=CC=1, predict the reaction product. (4) The product is: [C:3]([O:7][C:8]([N:10]1[CH2:24][C@@H:23]([CH3:25])[N:13]2[C:14]3[CH:15]=[C:16]([CH2:21][O:22][CH3:27])[CH:17]=[CH:18][C:19]=3[CH2:20][C@@H:12]2[CH2:11]1)=[O:9])([CH3:6])([CH3:4])[CH3:5]. Given the reactants [H-].[Na+].[C:3]([O:7][C:8]([N:10]1[CH2:24][C@@H:23]([CH3:25])[N:13]2[C:14]3[CH:15]=[C:16]([CH2:21][OH:22])[CH:17]=[CH:18][C:19]=3[CH2:20][C@@H:12]2[CH2:11]1)=[O:9])([CH3:6])([CH3:5])[CH3:4].I[CH3:27], predict the reaction product.